This data is from Catalyst prediction with 721,799 reactions and 888 catalyst types from USPTO. The task is: Predict which catalyst facilitates the given reaction. (1) Reactant: [OH-].[Na+].C([O:6][C@@H:7]([CH2:10][CH2:11][CH2:12][CH2:13][CH3:14])[CH:8]=[CH2:9])(=O)C.[NH4+].[Cl-]. Product: [CH2:9]=[CH:8][C@@H:7]([OH:6])[CH2:10][CH2:11][CH2:12][CH2:13][CH3:14]. The catalyst class is: 5. (2) Reactant: [F:1][C:2]([F:17])([F:16])[C:3]1[NH:4][C:5]2[C:10]([C:11]=1[CH3:12])=[CH:9][CH:8]=[CH:7][C:6]=2[C:13]([OH:15])=O.[N:18]1[CH:23]=[C:22]([C:24]2[CH:25]=[C:26]([CH:28]=[CH:29][CH:30]=2)[NH2:27])[CH:21]=[N:20][CH:19]=1.Cl.C(N=C=NCCCN(C)C)C. Product: [N:18]1[CH:23]=[C:22]([C:24]2[CH:25]=[C:26]([NH:27][C:13]([C:6]3[CH:7]=[CH:8][CH:9]=[C:10]4[C:5]=3[NH:4][C:3]([C:2]([F:1])([F:17])[F:16])=[C:11]4[CH3:12])=[O:15])[CH:28]=[CH:29][CH:30]=2)[CH:21]=[N:20][CH:19]=1. The catalyst class is: 112. (3) Reactant: [CH2:1]([C:5]1[CH:10]=[CH:9][C:8]([C:11]#[C:12][C:13]2[CH:40]=[CH:39][C:16]([CH2:17][N:18]([CH2:26][C:27]3[CH:38]=[CH:37][C:30]([O:31][CH2:32][C:33]([O:35]C)=[O:34])=[CH:29][CH:28]=3)[C:19](=[O:25])[CH2:20][CH2:21][CH2:22][CH2:23][CH3:24])=[CH:15][CH:14]=2)=[CH:7][CH:6]=1)[CH2:2][CH2:3][CH3:4].[OH-].[Na+]. Product: [CH2:1]([C:5]1[CH:6]=[CH:7][C:8]([C:11]#[C:12][C:13]2[CH:40]=[CH:39][C:16]([CH2:17][N:18]([CH2:26][C:27]3[CH:38]=[CH:37][C:30]([O:31][CH2:32][C:33]([OH:35])=[O:34])=[CH:29][CH:28]=3)[C:19](=[O:25])[CH2:20][CH2:21][CH2:22][CH2:23][CH3:24])=[CH:15][CH:14]=2)=[CH:9][CH:10]=1)[CH2:2][CH2:3][CH3:4]. The catalyst class is: 92. (4) Reactant: C(O[C:9]([N:11]([CH2:13][C:14]1[CH:19]=[C:18]([N+:20]([O-])=O)[CH:17]=[CH:16][C:15]=1[C@@H:23]([CH2:28][CH3:29])[C:24]([O:26][CH3:27])=[O:25])C)=O)C1C=CC=CC=1. Product: [NH2:20][C:18]1[CH:17]=[CH:16][C:15]([C@@H:23]([CH2:28][CH3:29])[C:24]([O:26][CH3:27])=[O:25])=[C:14]([CH2:13][NH:11][CH3:9])[CH:19]=1. The catalyst class is: 19. (5) Reactant: FC(F)(F)C(O)=O.C(OC([N:15]1[CH2:19][CH2:18][C@@H:17]([NH:20][C:21]2[CH:40]=[CH:39][C:38]([C:41]#[N:42])=[CH:37][C:22]=2[C:23]([NH:25][CH2:26][C:27]2[CH:32]=[CH:31][C:30]([O:33][CH3:34])=[C:29]([O:35][CH3:36])[CH:28]=2)=[O:24])[CH2:16]1)=O)(C)(C)C. Product: [C:41]([C:38]1[CH:39]=[CH:40][C:21]([NH:20][C@@H:17]2[CH2:18][CH2:19][NH:15][CH2:16]2)=[C:22]([CH:37]=1)[C:23]([NH:25][CH2:26][C:27]1[CH:32]=[CH:31][C:30]([O:33][CH3:34])=[C:29]([O:35][CH3:36])[CH:28]=1)=[O:24])#[N:42]. The catalyst class is: 22. (6) The catalyst class is: 4. Product: [C:21]([N:11]1[CH2:10][CH2:9][N:8]([C:1]([O:3][C:4]([CH3:7])([CH3:6])[CH3:5])=[O:2])[CH2:13][CH2:12]1)([C:22]1[CH:27]=[CH:26][CH:25]=[CH:24][CH:23]=1)([C:34]1[CH:35]=[CH:36][CH:37]=[CH:38][CH:39]=1)[C:28]1[CH:29]=[CH:30][CH:31]=[CH:32][CH:33]=1. Reactant: [C:1]([N:8]1[CH2:13][CH2:12][NH:11][CH2:10][CH2:9]1)([O:3][C:4]([CH3:7])([CH3:6])[CH3:5])=[O:2].C(N(CC)CC)C.[C:21](Cl)([C:34]1[CH:39]=[CH:38][CH:37]=[CH:36][CH:35]=1)([C:28]1[CH:33]=[CH:32][CH:31]=[CH:30][CH:29]=1)[C:22]1[CH:27]=[CH:26][CH:25]=[CH:24][CH:23]=1. (7) Reactant: [Cl:1][C:2]1[CH:7]=[C:6]2[NH:8][C:9](=[O:32])[C:10]3([CH:15]([C:16]4[CH:21]=[CH:20][CH:19]=[C:18]([Cl:22])[CH:17]=4)[CH2:14][C:13](=O)[NH:12][CH:11]3[C:24]3[CH:29]=[C:28]([F:30])[CH:27]=[CH:26][C:25]=3[CH3:31])[C:5]2=[CH:4][C:3]=1[F:33].[BH4-].[Na+]. Product: [Cl:1][C:2]1[CH:7]=[C:6]2[NH:8][C:9](=[O:32])[C:10]3([CH:15]([C:16]4[CH:21]=[CH:20][CH:19]=[C:18]([Cl:22])[CH:17]=4)[CH2:14][CH2:13][NH:12][CH:11]3[C:24]3[CH:29]=[C:28]([F:30])[CH:27]=[CH:26][C:25]=3[CH3:31])[C:5]2=[CH:4][C:3]=1[F:33]. The catalyst class is: 5. (8) Reactant: [O:1]1[C:5]2[CH:6]=[CH:7][CH:8]=[CH:9][C:4]=2[CH:3]=[C:2]1[C:10]1[N:14]2[N:15]=[C:16](Cl)[CH:17]=[CH:18][C:13]2=[N:12][CH:11]=1.[NH2:20][CH2:21][C@H:22]([C:24]1[CH:29]=[CH:28][CH:27]=[CH:26][CH:25]=1)[OH:23].[Cl-].[NH4+]. Product: [O:1]1[C:5]2[CH:6]=[CH:7][CH:8]=[CH:9][C:4]=2[CH:3]=[C:2]1[C:10]1[N:14]2[N:15]=[C:16]([NH:20][CH2:21][C@H:22]([C:24]3[CH:29]=[CH:28][CH:27]=[CH:26][CH:25]=3)[OH:23])[CH:17]=[CH:18][C:13]2=[N:12][CH:11]=1. The catalyst class is: 51. (9) Reactant: ClC(Cl)(O[C:5](=[O:11])OC(Cl)(Cl)Cl)Cl.[F:13][C:14]1[CH:19]=[CH:18][C:17]([C:20]2[O:24][C:23]([CH:25]3[CH2:30][CH2:29][NH:28][CH2:27][CH2:26]3)=[N:22][C:21]=2[C:31]2[CH:36]=[CH:35][C:34]([O:37][CH3:38])=[CH:33][CH:32]=2)=[CH:16][CH:15]=1.C(N(CC)CC)C.Cl.Cl.[CH3:48][NH:49][OH:50]. Product: [F:13][C:14]1[CH:19]=[CH:18][C:17]([C:20]2[O:24][C:23]([CH:25]3[CH2:26][CH2:27][N:28]([C:5](=[O:11])[N:49]([OH:50])[CH3:48])[CH2:29][CH2:30]3)=[N:22][C:21]=2[C:31]2[CH:32]=[CH:33][C:34]([O:37][CH3:38])=[CH:35][CH:36]=2)=[CH:16][CH:15]=1. The catalyst class is: 4. (10) Reactant: [Br:1][C:2]1[CH:3]=[N:4][CH:5]=[C:6]2[C:11]=1[N:10]=[C:9]([C:12]([OH:14])=O)[CH:8]=[CH:7]2.[CH2:15]([NH2:21])[C:16]1[O:20][CH:19]=[CH:18][CH:17]=1.C(OP(C#N)(=O)OCC)C.C(N(CC)CC)C. Product: [O:20]1[CH:19]=[CH:18][CH:17]=[C:16]1[CH2:15][NH:21][C:12]([C:9]1[CH:8]=[CH:7][C:6]2[C:11](=[C:2]([Br:1])[CH:3]=[N:4][CH:5]=2)[N:10]=1)=[O:14]. The catalyst class is: 3.